Task: Predict the product of the given reaction.. Dataset: Forward reaction prediction with 1.9M reactions from USPTO patents (1976-2016) (1) Given the reactants [Si:1]([O:8][C@H:9]1[CH2:13][N:12]([C:14](=[O:42])[C:15]2[CH:20]=[CH:19][CH:18]=[C:17](/[C:21](/[C:28]3[CH:33]=[CH:32][CH:31]=[C:30]([F:34])[C:29]=3[C:35]3[CH:40]=[CH:39][CH:38]=[C:37]([CH3:41])[CH:36]=3)=[CH:22]/[CH2:23][CH2:24][CH2:25][O:26][CH3:27])[CH:16]=2)[CH2:11][C@H:10]1[NH:43][C:44](=[O:50])[O:45][C:46]([CH3:49])([CH3:48])[CH3:47])([C:4]([CH3:7])([CH3:6])[CH3:5])([CH3:3])[CH3:2], predict the reaction product. The product is: [Si:1]([O:8][C@H:9]1[CH2:13][N:12]([C:14](=[O:42])[C:15]2[CH:20]=[CH:19][CH:18]=[C:17]([CH:21]([C:28]3[CH:33]=[CH:32][CH:31]=[C:30]([F:34])[C:29]=3[C:35]3[CH:40]=[CH:39][CH:38]=[C:37]([CH3:41])[CH:36]=3)[CH2:22][CH2:23][CH2:24][CH2:25][O:26][CH3:27])[CH:16]=2)[CH2:11][C@H:10]1[NH:43][C:44](=[O:50])[O:45][C:46]([CH3:49])([CH3:48])[CH3:47])([C:4]([CH3:7])([CH3:6])[CH3:5])([CH3:3])[CH3:2]. (2) Given the reactants [CH2:1]([C:3]([C:21]1[CH:34]=[CH:33][C:24]([C:25]([NH:27][CH2:28][C:29]([O:31]C)=[O:30])=[O:26])=[C:23]([CH3:35])[CH:22]=1)([C:6]1[CH:11]=[CH:10][C:9]([O:12][CH2:13][CH:14]([OH:19])[C:15]([CH3:18])([CH3:17])[CH3:16])=[C:8]([CH3:20])[CH:7]=1)[CH2:4][CH3:5])[CH3:2].CO.[OH-].[Na+], predict the reaction product. The product is: [CH2:1]([C:3]([C:21]1[CH:34]=[CH:33][C:24]([C:25]([NH:27][CH2:28][C:29]([OH:31])=[O:30])=[O:26])=[C:23]([CH3:35])[CH:22]=1)([C:6]1[CH:11]=[CH:10][C:9]([O:12][CH2:13][CH:14]([OH:19])[C:15]([CH3:17])([CH3:18])[CH3:16])=[C:8]([CH3:20])[CH:7]=1)[CH2:4][CH3:5])[CH3:2]. (3) Given the reactants [NH2:1][C:2]1[N:3]=[CH:4][C:5]2[C:10]([C:11]=1[C:12]([N:14]1[CH2:19][CH2:18][CH:17]([N:20]3[CH2:32][CH2:31][CH2:30][C:22]4([C:26](=[O:27])[O:25][C:24]([CH3:29])([CH3:28])[CH2:23]4)[CH2:21]3)[CH2:16][CH2:15]1)=[O:13])=[CH:9][CH:8]=[CH:7][CH:6]=2.[CH2:33]([N:35]=[C:36]=[O:37])[CH3:34].C(OC(C)C)(C)C, predict the reaction product. The product is: [CH3:28][C:24]1([CH3:29])[CH2:23][C:22]2([CH2:30][CH2:31][CH2:32][N:20]([CH:17]3[CH2:18][CH2:19][N:14]([C:12]([C:11]4[C:10]5[C:5](=[CH:6][CH:7]=[CH:8][CH:9]=5)[CH:4]=[N:3][C:2]=4[NH:1][C:36]([NH:35][CH2:33][CH3:34])=[O:37])=[O:13])[CH2:15][CH2:16]3)[CH2:21]2)[C:26](=[O:27])[O:25]1. (4) Given the reactants [CH2:1]([N:3]1[C:8](=[O:9])[CH:7]=[CH:6][C:5]([C:10]2[S:14][C:13]([C:15](OCC)=[O:16])=[N:12][C:11]=2[C:20]2[CH:25]=[CH:24][CH:23]=[CH:22][CH:21]=2)=[N:4]1)[CH3:2].[CH2:26]([NH2:29])[CH2:27][CH3:28], predict the reaction product. The product is: [CH2:1]([N:3]1[C:8](=[O:9])[CH:7]=[CH:6][C:5]([C:10]2[S:14][C:13]([C:15]([NH:29][CH2:26][CH2:27][CH3:28])=[O:16])=[N:12][C:11]=2[C:20]2[CH:25]=[CH:24][CH:23]=[CH:22][CH:21]=2)=[N:4]1)[CH3:2]. (5) Given the reactants [NH2:1][C:2]1[C:7]([O:8][CH3:9])=[CH:6][C:5]([Cl:10])=[CH:4][N:3]=1.[Br:11][C:12]1[CH:13]=[C:14]([S:19](Cl)(=[O:21])=[O:20])[CH:15]=[N:16][C:17]=1[Cl:18], predict the reaction product. The product is: [Br:11][C:12]1[CH:13]=[C:14]([S:19]([NH:1][C:2]2[C:7]([O:8][CH3:9])=[CH:6][C:5]([Cl:10])=[CH:4][N:3]=2)(=[O:21])=[O:20])[CH:15]=[N:16][C:17]=1[Cl:18]. (6) Given the reactants [O:1]([C:8]1[CH:13]=[CH:12][C:11]([C:14]2[C:22]3[C:21]([NH2:23])=[N:20][CH:19]=[N:18][C:17]=3[NH:16][CH:15]=2)=[CH:10][CH:9]=1)[C:2]1[CH:7]=[CH:6][CH:5]=[CH:4][CH:3]=1.Cl[C:25]1[N:32]=[CH:31][CH:30]=[CH:29][C:26]=1[C:27]#[N:28].[H-].[Na+], predict the reaction product. The product is: [NH2:23][C:21]1[C:22]2[C:14]([C:11]3[CH:10]=[CH:9][C:8]([O:1][C:2]4[CH:7]=[CH:6][CH:5]=[CH:4][CH:3]=4)=[CH:13][CH:12]=3)=[CH:15][N:16]([C:25]3[C:26]([C:27]#[N:28])=[CH:29][CH:30]=[CH:31][N:32]=3)[C:17]=2[N:18]=[CH:19][N:20]=1. (7) The product is: [CH:1]1[C:10]2[CH:9]=[CH:8][CH:7]=[C:6]([C:11]([OH:13])=[O:12])[C:5]=2[CH:4]=[N:3][N:2]=1. Given the reactants [CH:1]1[C:10]2[CH:9]=[CH:8][CH:7]=[C:6]([C:11]([O:13]C)=[O:12])[C:5]=2[CH:4]=[N:3][N:2]=1.[OH-].[Li+].C1COCC1, predict the reaction product. (8) Given the reactants [C:1]([O:5][C:6]([N:8]1[C:13]([CH3:14])=[CH:12][CH2:11][CH2:10][CH:9]1[CH2:15][CH2:16][CH2:17][CH2:18][CH2:19][CH2:20][CH2:21][CH2:22][CH2:23][CH2:24][CH3:25])=[O:7])([CH3:4])([CH3:3])[CH3:2].C([BH3-])#N.[Na+].C(O)(C(F)(F)F)=O.CCOC(C)=O, predict the reaction product. The product is: [C:6]([N:8]1[C@@H:9]([CH2:15][CH2:16][CH2:17][CH2:18][CH2:19][CH2:20][CH2:21][CH2:22][CH2:23][CH2:24][CH3:25])[CH2:10][CH2:11][CH2:12][C@@H:13]1[CH3:14])([O:5][C:1]([CH3:4])([CH3:3])[CH3:2])=[O:7].